This data is from Forward reaction prediction with 1.9M reactions from USPTO patents (1976-2016). The task is: Predict the product of the given reaction. (1) Given the reactants [Cl:1][C:2]1[C:3]([CH:8]([NH2:25])[C:9]2[CH:18]=[C:17]3[C:12]([CH:13]=[CH:14][C:15]([C:19]4[CH:24]=[CH:23][CH:22]=[CH:21][CH:20]=4)=[N:16]3)=[CH:11][CH:10]=2)=[N:4][CH:5]=[CH:6][N:7]=1.CCN(C(C)C)C(C)C.[CH2:35]([O:42][C:43]([N:45]1[CH2:50][CH2:49][CH:48]([C:51](Cl)=[O:52])[CH2:47][CH2:46]1)=[O:44])[C:36]1[CH:41]=[CH:40][CH:39]=[CH:38][CH:37]=1, predict the reaction product. The product is: [CH2:35]([O:42][C:43]([N:45]1[CH2:50][CH2:49][CH:48]([C:51](=[O:52])[NH:25][CH:8]([C:3]2[C:2]([Cl:1])=[N:7][CH:6]=[CH:5][N:4]=2)[C:9]2[CH:18]=[C:17]3[C:12]([CH:13]=[CH:14][C:15]([C:19]4[CH:24]=[CH:23][CH:22]=[CH:21][CH:20]=4)=[N:16]3)=[CH:11][CH:10]=2)[CH2:47][CH2:46]1)=[O:44])[C:36]1[CH:41]=[CH:40][CH:39]=[CH:38][CH:37]=1. (2) Given the reactants [NH2:1][C:2]1[CH:7]=[CH:6][C:5]([CH2:8][CH2:9][CH2:10][NH:11][C:12]2[C:13]3[C:20]([C:21]4[CH:26]=[CH:25][C:24]([F:27])=[CH:23][CH:22]=4)=[CH:19][S:18][C:14]=3[N:15]=[CH:16][N:17]=2)=[CH:4][CH:3]=1.[C:28](OC(=O)C)(=[O:30])[CH3:29], predict the reaction product. The product is: [F:27][C:24]1[CH:23]=[CH:22][C:21]([C:20]2[C:13]3[C:12]([NH:11][CH2:10][CH2:9][CH2:8][C:5]4[CH:6]=[CH:7][C:2]([NH:1][C:28](=[O:30])[CH3:29])=[CH:3][CH:4]=4)=[N:17][CH:16]=[N:15][C:14]=3[S:18][CH:19]=2)=[CH:26][CH:25]=1.